From a dataset of Forward reaction prediction with 1.9M reactions from USPTO patents (1976-2016). Predict the product of the given reaction. (1) Given the reactants [Si]([O:8][CH:9]([C:22]1[O:23][C:24]([C:27]2[CH:32]=[CH:31][C:30]([F:33])=[CH:29][CH:28]=2)=[CH:25][N:26]=1)[CH2:10][CH2:11][CH2:12][CH2:13][CH2:14][CH2:15][C:16]1[CH:21]=[CH:20][CH:19]=[CH:18][CH:17]=1)(C(C)(C)C)(C)C.[Si](OC(C1OC([Sn](CCCC)(CCCC)CCCC)=CN=1)CCCCCCC1C=CC=CC=1)(C(C)(C)C)(C)C.FC1C=CC(I)=CC=1, predict the reaction product. The product is: [F:33][C:30]1[CH:29]=[CH:28][C:27]([C:24]2[O:23][C:22]([C:9](=[O:8])[CH2:10][CH2:11][CH2:12][CH2:13][CH2:14][CH2:15][C:16]3[CH:17]=[CH:18][CH:19]=[CH:20][CH:21]=3)=[N:26][CH:25]=2)=[CH:32][CH:31]=1. (2) Given the reactants [CH3:1][N:2]([CH3:37])[CH2:3][C:4]1[CH:9]=[CH:8][C:7]([C:10]2[N:27](S(C3C=CC=CC=3)(=O)=O)[C:13]3=[N:14][CH:15]=[CH:16][C:17](B4OC(C)(C)C(C)(C)O4)=[C:12]3[CH:11]=2)=[CH:6][CH:5]=1.Br[C:39]1[C:40]([C:45]2[CH:50]=[CH:49][C:48]([N+:51]([O-:53])=[O:52])=[CH:47][CH:46]=2)=[N:41][N:42]([CH3:44])[CH:43]=1, predict the reaction product. The product is: [CH3:1][N:2]([CH3:37])[CH2:3][C:4]1[CH:9]=[CH:8][C:7]([C:10]2[NH:27][C:13]3=[N:14][CH:15]=[CH:16][C:17]([C:39]4[C:40]([C:45]5[CH:50]=[CH:49][C:48]([N+:51]([O-:53])=[O:52])=[CH:47][CH:46]=5)=[N:41][N:42]([CH3:44])[CH:43]=4)=[C:12]3[CH:11]=2)=[CH:6][CH:5]=1. (3) Given the reactants [Cl-].[Al+3].[Cl-].[Cl-].Cl[C:6]([CH3:16])([CH3:15])[C:7]([C:9]1[CH:14]=[CH:13][CH:12]=[CH:11][CH:10]=1)=[O:8], predict the reaction product. The product is: [CH3:15][CH:6]1[CH2:16][C:14]2[C:9](=[CH:10][CH:11]=[CH:12][CH:13]=2)[C:7]1=[O:8]. (4) Given the reactants C([C:5]1[CH:10]=[C:9]([C:11]([OH:13])=[O:12])[CH:8]=[CH:7][C:6]=1[C:14]1[CH:19]=[CH:18][C:17]([CH2:20][CH2:21][CH2:22][N:23](C(OC(C)(C)C)=O)[CH2:24][C@H:25]([OH:32])[C:26]2[CH:27]=[N:28][CH:29]=[CH:30][CH:31]=2)=[CH:16][CH:15]=1)(C)(C)C.[ClH:40], predict the reaction product. The product is: [ClH:40].[ClH:40].[OH:32][C@H:25]([C:26]1[CH:27]=[N:28][CH:29]=[CH:30][CH:31]=1)[CH2:24][NH:23][CH2:22][CH2:21][CH2:20][C:17]1[CH:16]=[CH:15][C:14]([C:6]2[CH:7]=[CH:8][C:9]([C:11]([OH:13])=[O:12])=[CH:10][CH:5]=2)=[CH:19][CH:18]=1. (5) The product is: [O:1]1[C:10]2[CH:9]=[C:8]([CH2:11][N:12]([CH2:35][C:34]([O:37][CH2:45][CH3:46])=[O:36])[CH:13]3[CH2:18][CH2:17][N:16]([CH2:19][CH2:20][N:21]4[C:30]5[C:25](=[N:26][CH:27]=[C:28]([O:31][CH3:32])[CH:29]=5)[CH:24]=[CH:23][C:22]4=[O:33])[CH2:15][CH2:14]3)[N:7]=[CH:6][C:5]=2[O:4][CH2:3][CH2:2]1. Given the reactants [O:1]1[C:10]2[CH:9]=[C:8]([CH2:11][NH:12][CH:13]3[CH2:18][CH2:17][N:16]([CH2:19][CH2:20][N:21]4[C:30]5[C:25](=[N:26][CH:27]=[C:28]([O:31][CH3:32])[CH:29]=5)[CH:24]=[CH:23][C:22]4=[O:33])[CH2:15][CH2:14]3)[N:7]=[CH:6][C:5]=2[O:4][CH2:3][CH2:2]1.[C:34]([O:37]Br)(=[O:36])[CH3:35].C(=O)([O-])[O-].[K+].[K+].[C:45](#N)[CH3:46], predict the reaction product. (6) Given the reactants C([O:3][C:4]([C:6]1[CH:10]=[C:9]([NH:11][CH2:12][C:13](=[O:18])[C:14]([CH3:17])([CH3:16])[CH3:15])[N:8]([C:19]2[CH:24]=[CH:23][CH:22]=[CH:21][CH:20]=2)[N:7]=1)=[O:5])C.[OH-].[Na+], predict the reaction product. The product is: [CH3:15][C:14]([CH3:17])([CH3:16])[C:13](=[O:18])[CH2:12][NH:11][C:9]1[N:8]([C:19]2[CH:20]=[CH:21][CH:22]=[CH:23][CH:24]=2)[N:7]=[C:6]([C:4]([OH:5])=[O:3])[CH:10]=1. (7) Given the reactants Br[C:2]1[CH:7]=[CH:6][C:5]([CH2:8][C:9]([O:11][CH2:12][CH3:13])=[O:10])=[C:4]([O:14][CH:15]2[CH2:20][CH2:19][CH2:18][CH2:17][CH2:16]2)[CH:3]=1.CC1(C)C(C)(C)[O:25][B:24](B2OC(C)(C)C(C)(C)O2)[O:23]1.C([O-])(=O)C.[K+].Cl, predict the reaction product. The product is: [CH:15]1([O:14][C:4]2[CH:3]=[C:2]([B:24]([OH:25])[OH:23])[CH:7]=[CH:6][C:5]=2[CH2:8][C:9]([O:11][CH2:12][CH3:13])=[O:10])[CH2:20][CH2:19][CH2:18][CH2:17][CH2:16]1. (8) The product is: [O:16]1[C:20]2[CH:21]=[CH:22][CH:23]=[CH:24][C:19]=2[CH:18]=[C:17]1[C@@H:25]1[CH2:29][N:28]([C:13]([C:9]2[CH:10]=[N:11][O:12][C:8]=2[C:5]2[CH:6]=[CH:7][C:2]([CH3:1])=[CH:3][CH:4]=2)=[O:14])[CH2:27][C@H:26]1[C:30]([O:32][CH2:33][CH3:34])=[O:31]. Given the reactants [CH3:1][C:2]1[CH:7]=[CH:6][C:5]([C:8]2[O:12][N:11]=[CH:10][C:9]=2[C:13](Cl)=[O:14])=[CH:4][CH:3]=1.[O:16]1[C:20]2[CH:21]=[CH:22][CH:23]=[CH:24][C:19]=2[CH:18]=[C:17]1[C@@H:25]1[CH2:29][NH:28][CH2:27][C@H:26]1[C:30]([O:32][CH2:33][CH3:34])=[O:31], predict the reaction product.